From a dataset of Catalyst prediction with 721,799 reactions and 888 catalyst types from USPTO. Predict which catalyst facilitates the given reaction. (1) Reactant: Cl[C:2]1[N:10]=[C:9]2[C:5]([N:6]=[C:7]([CH2:12][N:13]3[CH2:18][CH2:17][N:16]([CH:19]4[CH2:24][CH2:23][O:22][CH2:21][CH2:20]4)[CH2:15][CH2:14]3)[N:8]2[CH3:11])=[C:4]([N:25]2[CH2:30][CH2:29][O:28][CH2:27][CH2:26]2)[N:3]=1.[CH:31]([C:34]1[NH:38][C:37]2[CH:39]=[CH:40][CH:41]=[CH:42][C:36]=2[N:35]=1)([CH3:33])[CH3:32].CC(C1C=C(C(C)C)C(C2C=CC=CC=2P(C2CCCCC2)C2CCCCC2)=C(C(C)C)C=1)C.C(=O)([O-])[O-].[Cs+].[Cs+]. Product: [CH:31]([C:34]1[N:35]([C:2]2[N:10]=[C:9]3[C:5]([N:6]=[C:7]([CH2:12][N:13]4[CH2:14][CH2:15][N:16]([CH:19]5[CH2:24][CH2:23][O:22][CH2:21][CH2:20]5)[CH2:17][CH2:18]4)[N:8]3[CH3:11])=[C:4]([N:25]3[CH2:26][CH2:27][O:28][CH2:29][CH2:30]3)[N:3]=2)[C:36]2[CH:42]=[CH:41][CH:40]=[CH:39][C:37]=2[N:38]=1)([CH3:33])[CH3:32]. The catalyst class is: 533. (2) Reactant: [NH:1]([C:3]1[C:12]2[C:7](=[C:8]([OH:13])[CH:9]=[CH:10][CH:11]=2)[N:6]=[C:5]([CH3:14])[CH:4]=1)[NH2:2].C(O[CH:18]=[CH:19][C:20](=O)[C:21]([F:24])([F:23])[F:22])C.C([O-])([O-])=O.[Na+].[Na+]. Product: [CH3:14][C:5]1[CH:4]=[C:3]([N:1]2[C:20]([C:21]([F:24])([F:23])[F:22])=[CH:19][CH:18]=[N:2]2)[C:12]2[C:7](=[C:8]([OH:13])[CH:9]=[CH:10][CH:11]=2)[N:6]=1. The catalyst class is: 40. (3) Reactant: [C:1]([NH:9][CH2:10][CH:11]1[N:20]2[C:15](=[CH:16][C:17](=[O:26])[C:18]([C:21]([O:23]CC)=[O:22])=[CH:19]2)[C:14]2[CH:27]=[C:28]([O:34][CH2:35][CH3:36])[C:29]([O:31][CH2:32][CH3:33])=[CH:30][C:13]=2[CH2:12]1)(=[O:8])[C:2]1[CH:7]=[CH:6][CH:5]=[CH:4][CH:3]=1.O[Li].O.Cl. Product: [C:1]([NH:9][CH2:10][CH:11]1[N:20]2[C:15](=[CH:16][C:17](=[O:26])[C:18]([C:21]([OH:23])=[O:22])=[CH:19]2)[C:14]2[CH:27]=[C:28]([O:34][CH2:35][CH3:36])[C:29]([O:31][CH2:32][CH3:33])=[CH:30][C:13]=2[CH2:12]1)(=[O:8])[C:2]1[CH:3]=[CH:4][CH:5]=[CH:6][CH:7]=1. The catalyst class is: 24. (4) Reactant: [OH:1][C:2]1[CH:15]=[CH:14][C:5]2[C@H:6]([CH2:9][C:10]([O:12][CH3:13])=[O:11])[CH2:7][O:8][C:4]=2[CH:3]=1.[CH2:16]([C:18]1[CH:23]=[C:22]([O:24][CH2:25][CH2:26][CH2:27][S:28]([CH3:31])(=[O:30])=[O:29])[CH:21]=[C:20]([CH2:32][CH3:33])[C:19]=1[C:34]1[CH:39]=[CH:38][CH:37]=[C:36]([CH2:40]O)[CH:35]=1)[CH3:17].C(P(CCCC)CCCC)CCC.N(C(N1CCCCC1)=O)=NC(N1CCCCC1)=O. Product: [CH3:13][O:12][C:10](=[O:11])[CH2:9][C@H:6]1[C:5]2[CH:14]=[CH:15][C:2]([O:1][CH2:40][C:36]3[CH:35]=[C:34]([C:19]4[C:18]([CH2:16][CH3:17])=[CH:23][C:22]([O:24][CH2:25][CH2:26][CH2:27][S:28]([CH3:31])(=[O:29])=[O:30])=[CH:21][C:20]=4[CH2:32][CH3:33])[CH:39]=[CH:38][CH:37]=3)=[CH:3][C:4]=2[O:8][CH2:7]1. The catalyst class is: 345. (5) Reactant: [OH:1][C:2]1[CH:7]=[CH:6][C:5]([C@@H:8]2[CH2:13][CH2:12][O:11][CH2:10][C@H:9]2[NH:14][S:15]([CH:18]([CH3:20])[CH3:19])(=[O:17])=[O:16])=[CH:4][CH:3]=1.N1C(C)=CC=CC=1C.[O:29](S(C(F)(F)F)(=O)=O)[S:30]([C:33]([F:36])([F:35])[F:34])(=O)=[O:31].O. Product: [CH3:19][CH:18]([S:15]([NH:14][C@H:9]1[C@H:8]([C:5]2[CH:4]=[CH:3][C:2]([O:1][S:30]([C:33]([F:36])([F:35])[F:34])(=[O:31])=[O:29])=[CH:7][CH:6]=2)[CH2:13][CH2:12][O:11][CH2:10]1)(=[O:17])=[O:16])[CH3:20]. The catalyst class is: 64. (6) Reactant: [C:1]([NH:5][C:6]1[N:14]=[CH:13][C:12]([C:15]([F:18])([F:17])[F:16])=[CH:11][C:7]=1[C:8]([OH:10])=O)([CH3:4])([CH3:3])[CH3:2].CCN=C=NCCCN(C)C.C1C=CC2N(O)N=NC=2C=1.CCN(C(C)C)C(C)C.[CH3:49][C:50]([NH2:54])([C:52]#[CH:53])[CH3:51]. Product: [C:1]([NH:5][C:6]1[N:14]=[CH:13][C:12]([C:15]([F:18])([F:17])[F:16])=[CH:11][C:7]=1[C:8]([NH:54][C:50]([CH3:51])([C:52]#[CH:53])[CH3:49])=[O:10])([CH3:2])([CH3:3])[CH3:4]. The catalyst class is: 2. (7) Reactant: [Cl:1][C:2]1[CH:14]=[C:13]([N+:15]([O-])=O)[C:5]([NH:6][CH2:7][CH2:8][S:9]([CH3:12])(=[O:11])=[O:10])=[C:4]([F:18])[CH:3]=1. Product: [Cl:1][C:2]1[CH:14]=[C:13]([NH2:15])[C:5]([NH:6][CH2:7][CH2:8][S:9]([CH3:12])(=[O:10])=[O:11])=[C:4]([F:18])[CH:3]=1. The catalyst class is: 94. (8) Reactant: [C:1]1([C:34]2[CH:39]=[CH:38][CH:37]=[CH:36][CH:35]=2)[CH:6]=[CH:5][C:4]([C:7]2[N:12]=[C:11]3[CH:13]=[C:14]([C:24]4[CH:25]=[C:26]([CH:30]=[CH:31][CH:32]=4)[C:27]([OH:29])=[O:28])[N:15](COCC[Si](C)(C)C)[C:10]3=[CH:9][C:8]=2[Cl:33])=[CH:3][CH:2]=1.CCCC[N+](CCCC)(CCCC)CCCC.[F-].C(N)CN. Product: [C:1]1([C:34]2[CH:35]=[CH:36][CH:37]=[CH:38][CH:39]=2)[CH:6]=[CH:5][C:4]([C:7]2[N:12]=[C:11]3[CH:13]=[C:14]([C:24]4[CH:25]=[C:26]([CH:30]=[CH:31][CH:32]=4)[C:27]([OH:29])=[O:28])[NH:15][C:10]3=[CH:9][C:8]=2[Cl:33])=[CH:3][CH:2]=1. The catalyst class is: 20. (9) Reactant: C([O:3][C:4]([C:6]12[CH2:23][CH:22]1[CH:21]=[CH:20][CH2:19][CH2:18][CH2:17][CH2:16][N:15]([CH3:24])[C:14](=[O:25])[CH:13]1[CH:9]([CH2:10][CH:11]([O:26][C:27]3[CH:32]=[C:31]([C:33]4[CH:38]=[CH:37][CH:36]=[CH:35][CH:34]=4)[N:30]=[C:29]([C:39]4[CH:44]=[CH:43][CH:42]=[CH:41][CH:40]=4)[N:28]=3)[CH2:12]1)[C:8](=[O:45])[NH:7]2)=[O:5])C.[Li+].[OH-]. Product: [C:39]1([C:29]2[N:28]=[C:27]([O:26][CH:11]3[CH2:10][CH:9]4[CH:13]([C:14](=[O:25])[N:15]([CH3:24])[CH2:16][CH2:17][CH2:18][CH2:19][CH:20]=[CH:21][CH:22]5[C:6]([C:4]([OH:5])=[O:3])([NH:7][C:8]4=[O:45])[CH2:23]5)[CH2:12]3)[CH:32]=[C:31]([C:33]3[CH:38]=[CH:37][CH:36]=[CH:35][CH:34]=3)[N:30]=2)[CH:40]=[CH:41][CH:42]=[CH:43][CH:44]=1. The catalyst class is: 36. (10) Product: [CH:1]1([CH:4]([O:10][C:11]2[C:20]3[C:15](=[CH:16][CH:17]=[CH:18][CH:19]=3)[CH:14]=[CH:13][CH:12]=2)[C:5]([OH:7])=[O:6])[CH2:3][CH2:2]1. Reactant: [CH:1]1([CH:4]([O:10][C:11]2[C:20]3[C:15](=[CH:16][CH:17]=[CH:18][CH:19]=3)[CH:14]=[CH:13][CH:12]=2)[C:5]([O:7]CC)=[O:6])[CH2:3][CH2:2]1.[OH-].[Na+]. The catalyst class is: 20.